From a dataset of Full USPTO retrosynthesis dataset with 1.9M reactions from patents (1976-2016). Predict the reactants needed to synthesize the given product. (1) The reactants are: [CH3:1][S:2]([CH:5]([C:7]1[CH:8]=[CH:9][C:10]([C:13]([F:16])([F:15])[F:14])=[N:11][CH:12]=1)[CH3:6])(=[NH:4])=[O:3].C(N(CC)CC)C.[C:24](Cl)(=[O:26])[CH3:25]. Given the product [CH3:1][S:2](=[O:3])([CH:5]([C:7]1[CH:12]=[N:11][C:10]([C:13]([F:15])([F:16])[F:14])=[CH:9][CH:8]=1)[CH3:6])=[N:4][C:24](=[O:26])[CH3:25], predict the reactants needed to synthesize it. (2) Given the product [CH2:29]([O:40][CH2:38][CH2:39][O:10][C:7]1[CH:8]=[CH:9][C:4]([C:2](=[O:3])[CH3:1])=[CH:5][CH:6]=1)[C:30]1[CH:31]=[CH:32][CH:33]=[CH:34][CH:35]=1, predict the reactants needed to synthesize it. The reactants are: [CH3:1][C:2]([C:4]1[CH:5]=[CH:6][C:7]([OH:10])=[CH:8][CH:9]=1)=[O:3].C([O-])([O-])=O.[K+].[K+].[CH2:29](C(Br)COCC(Br)[CH2:29][C:30]1[CH:35]=[CH:34][CH:33]=[CH:32][CH:31]=1)[C:30]1[CH:35]=[CH:34][CH:33]=[CH:32][CH:31]=1.[CH2:38]([OH:40])[CH3:39]. (3) Given the product [Br:28][C:29]1[CH:34]=[CH:33][C:32]([N:35]2[C:5]([C:7]3[CH:15]=[C:14]4[C:10]([C:11]([CH2:24][CH3:25])=[N:12][NH:13]4)=[CH:9][CH:8]=3)=[CH:4][CH:3]=[N:2]2)=[CH:31][CH:30]=1, predict the reactants needed to synthesize it. The reactants are: C[N:2](C)/[CH:3]=[CH:4]/[C:5]([C:7]1[CH:15]=[C:14]2[C:10]([C:11]([CH2:24][CH3:25])=[N:12][N:13]2COCC[Si](C)(C)C)=[CH:9][CH:8]=1)=O.Cl.[Br:28][C:29]1[CH:34]=[CH:33][C:32]([NH:35]N)=[CH:31][CH:30]=1. (4) Given the product [C:36]1([C:5]2[C:6]([C:12]3[CH:13]=[CH:14][C:15]([CH2:18][N:19]4[CH2:24][CH2:23][CH:22]([C:25]5[NH:29][C:28]([C:30]6[CH:35]=[CH:34][CH:33]=[CH:32][N:31]=6)=[N:27][N:26]=5)[CH2:21][CH2:20]4)=[CH:16][CH:17]=3)=[N:7][C:8]3[C:3]([CH:4]=2)=[C:2]([NH:42][NH2:43])[N:11]=[CH:10][CH:9]=3)[CH:37]=[CH:38][CH:39]=[CH:40][CH:41]=1, predict the reactants needed to synthesize it. The reactants are: Cl[C:2]1[N:11]=[CH:10][CH:9]=[C:8]2[C:3]=1[CH:4]=[C:5]([C:36]1[CH:41]=[CH:40][CH:39]=[CH:38][CH:37]=1)[C:6]([C:12]1[CH:17]=[CH:16][C:15]([CH2:18][N:19]3[CH2:24][CH2:23][CH:22]([C:25]4[NH:29][C:28]([C:30]5[CH:35]=[CH:34][CH:33]=[CH:32][N:31]=5)=[N:27][N:26]=4)[CH2:21][CH2:20]3)=[CH:14][CH:13]=1)=[N:7]2.[NH2:42][NH2:43]. (5) Given the product [Cl:19][C:16]1[CH:17]=[CH:18][C:13]([CH2:12][CH2:11][N:10]2[C:9]3[C:8](=[O:20])[N:7]([CH3:21])[C:6](=[O:22])[N:5]([CH3:23])[C:4]=3[N:3]=[C:2]2[O:37][C:33]2[CH:34]=[CH:35][CH:36]=[C:31]([CH2:30][N:27]3[CH2:26][CH2:25][O:24][CH2:29][CH2:28]3)[CH:32]=2)=[CH:14][CH:15]=1, predict the reactants needed to synthesize it. The reactants are: Br[C:2]1[N:10]([CH2:11][CH2:12][C:13]2[CH:18]=[CH:17][C:16]([Cl:19])=[CH:15][CH:14]=2)[C:9]2[C:8](=[O:20])[N:7]([CH3:21])[C:6](=[O:22])[N:5]([CH3:23])[C:4]=2[N:3]=1.[O:24]1[CH2:29][CH2:28][N:27]([CH2:30][C:31]2[CH:32]=[C:33]([OH:37])[CH:34]=[CH:35][CH:36]=2)[CH2:26][CH2:25]1.C(=O)([O-])[O-].[K+].[K+]. (6) Given the product [NH2:24][C:7]1[C:6]([C:4]([OH:5])=[O:3])=[CH:10][N:9]([CH2:11][C:12]2[CH:13]=[CH:14][C:15]([CH2:18][N:19]3[CH:23]=[CH:22][CH:21]=[N:20]3)=[CH:16][CH:17]=2)[N:8]=1, predict the reactants needed to synthesize it. The reactants are: C([O:3][C:4]([C:6]1[C:7]([NH2:24])=[N:8][N:9]([CH2:11][C:12]2[CH:17]=[CH:16][C:15]([CH2:18][N:19]3[CH:23]=[CH:22][CH:21]=[N:20]3)=[CH:14][CH:13]=2)[CH:10]=1)=[O:5])C.[OH-].[Na+]. (7) Given the product [Br:1][C:2]1[C:3]([Cl:31])=[C:4]2[C:10]([C:11]3[CH:16]=[CH:15][CH:14]=[CH:13][C:12]=3[CH2:17][OH:18])=[CH:9][NH:8][C:5]2=[N:6][CH:7]=1, predict the reactants needed to synthesize it. The reactants are: [Br:1][C:2]1[C:3]([Cl:31])=[C:4]2[C:10]([C:11]3[CH:16]=[CH:15][CH:14]=[CH:13][C:12]=3[CH2:17][O:18]C(C)(C)C)=[CH:9][N:8](COCC[Si](C)(C)C)[C:5]2=[N:6][CH:7]=1.FC(F)(F)C(O)=O.